The task is: Binary Classification. Given a drug SMILES string, predict its activity (active/inactive) in a high-throughput screening assay against a specified biological target.. This data is from Cav3 T-type calcium channel HTS with 100,875 compounds. (1) The molecule is N1(CCCC1)c1cc(c(cc1)/C=N\n1cnnc1)C. The result is 0 (inactive). (2) The result is 0 (inactive). The drug is OC(=O)C(CC(=O)c1ccccc1)CC(=O)c1ccccc1. (3) The drug is Brc1cc2[nH]c(Nc3ccc(C(=O)NCC4CC4)cc3)nc2cc1. The result is 0 (inactive). (4) The drug is S(C(CC)C(=O)Nc1sc(nn1)CC(OCC)=O)c1n(C)cnn1. The result is 0 (inactive). (5) The molecule is Clc1c(OC(C(=O)Nc2n(nc(c2)C)c2ccccc2)C)ccc(Cl)c1. The result is 1 (active). (6) The drug is S(=O)(=O)(N1CCOCC1)c1ccc(cc1)C(=O)NCCc1cc2c([nH]c1=O)cc(c(c2)C)C. The result is 0 (inactive).